From a dataset of Catalyst prediction with 721,799 reactions and 888 catalyst types from USPTO. Predict which catalyst facilitates the given reaction. (1) Reactant: Cl.[C@H:2]12[CH2:8][C@H:5]([NH:6][CH2:7]1)[CH2:4][O:3]2.C1(C)C=CC=CC=1.C[Al](C)C.[Cl:20][C:21]1[C:22]2[N:23]([C:31]([C:34](OCC)=[O:35])=[N:32][N:33]=2)[CH:24]=[C:25]([C:27]([F:30])([F:29])[F:28])[CH:26]=1.Cl. Product: [C@H:2]12[CH2:8][C@H:5]([N:6]([C:34]([C:31]3[N:23]4[CH:24]=[C:25]([C:27]([F:29])([F:28])[F:30])[CH:26]=[C:21]([Cl:20])[C:22]4=[N:33][N:32]=3)=[O:35])[CH2:7]1)[CH2:4][O:3]2. The catalyst class is: 1. (2) Reactant: [C:1]([C:5]1[N:10]=[C:9]([O:11][C:12]2[C:17]([CH3:18])=[CH:16][C:15]([CH3:19])=[CH:14][C:13]=2[CH3:20])[C:8]([C:21]([NH:23][S:24]([C:26]2[CH:31]=[CH:30][CH:29]=[C:28]([N+:32]([O-:34])=[O:33])[CH:27]=2)=[O:25])=[O:22])=[CH:7][CH:6]=1)([CH3:4])([CH3:3])[CH3:2].CC(C)([O-])C.[K+].C[Si](C)(C)[NH:43][Si](C)(C)C.ClN1C(=O)CCC1=O. Product: [C:1]([C:5]1[N:10]=[C:9]([O:11][C:12]2[C:17]([CH3:18])=[CH:16][C:15]([CH3:19])=[CH:14][C:13]=2[CH3:20])[C:8]([C:21]([NH:23][S:24](=[NH:43])([C:26]2[CH:31]=[CH:30][CH:29]=[C:28]([N+:32]([O-:34])=[O:33])[CH:27]=2)=[O:25])=[O:22])=[CH:7][CH:6]=1)([CH3:4])([CH3:2])[CH3:3]. The catalyst class is: 10.